Task: Predict which catalyst facilitates the given reaction.. Dataset: Catalyst prediction with 721,799 reactions and 888 catalyst types from USPTO (1) Reactant: [CH3:1][C:2]1[CH:3]=[C:4]([CH:6]=[C:7]([CH3:15])[C:8]=1[C:9]1[CH:14]=[CH:13][CH:12]=[CH:11][CH:10]=1)[NH2:5].Cl[C:17]1[C:18]([NH:23][C:24]2[CH:29]=[CH:28][CH:27]=[CH:26][CH:25]=2)=[N:19][CH:20]=[CH:21][N:22]=1.CC(C)([O-])C.[Na+].C1C=CC(P(C2C(C3C(P(C4C=CC=CC=4)C4C=CC=CC=4)=CC=C4C=3C=CC=C4)=C3C(C=CC=C3)=CC=2)C2C=CC=CC=2)=CC=1. The catalyst class is: 101. Product: [CH3:15][C:7]1[CH:6]=[C:4]([NH:5][C:17]2[C:18]([NH:23][C:24]3[CH:29]=[CH:28][CH:27]=[CH:26][CH:25]=3)=[N:19][CH:20]=[CH:21][N:22]=2)[CH:3]=[C:2]([CH3:1])[C:8]=1[C:9]1[CH:10]=[CH:11][CH:12]=[CH:13][CH:14]=1. (2) Reactant: [F:1][C:2]1[C:3]([C:9]2[N:10]([CH:18]3[CH2:23][CH2:22][O:21][CH2:20][CH2:19]3)[C:11]([C:14]([F:17])([F:16])[F:15])=[N:12][CH:13]=2)=[N:4][C:5]([NH2:8])=[N:6][CH:7]=1.[Cl:24][C:25]1[C:26]([C:32]([N:34]2[CH2:39][CH2:38][N:37]([CH3:40])[CH2:36][CH2:35]2)=[O:33])=[N:27][CH:28]=[C:29](Cl)[CH:30]=1.C([O-])([O-])=O.[Cs+].[Cs+].CC(C1C=C(C(C)C)C(C2C=CC=CC=2P(C2CCCCC2)C2CCCCC2)=C(C(C)C)C=1)C. Product: [Cl:24][C:25]1[C:26]([C:32]([N:34]2[CH2:35][CH2:36][N:37]([CH3:40])[CH2:38][CH2:39]2)=[O:33])=[N:27][CH:28]=[C:29]([NH:8][C:5]2[N:4]=[C:3]([C:9]3[N:10]([CH:18]4[CH2:23][CH2:22][O:21][CH2:20][CH2:19]4)[C:11]([C:14]([F:16])([F:15])[F:17])=[N:12][CH:13]=3)[C:2]([F:1])=[CH:7][N:6]=2)[CH:30]=1. The catalyst class is: 110. (3) Reactant: [CH3:1][S:2]([NH:5][CH:6]1[CH2:11][CH2:10][CH2:9][CH2:8][CH:7]1[OH:12])(=[O:4])=[O:3].C(N(CC)CC)C.[C:20](Cl)(=[O:24])[C:21]([CH3:23])=[CH2:22]. Product: [C:20]([O:12][CH:7]1[CH2:8][CH2:9][CH2:10][CH2:11][CH:6]1[NH:5][S:2]([CH3:1])(=[O:4])=[O:3])(=[O:24])[C:21]([CH3:23])=[CH2:22]. The catalyst class is: 10. (4) Reactant: [C:1]([C:6]1[CH:7]=[C:8]2[C:12](=[N:13][CH:14]=1)[NH:11][C:10](=[O:15])[CH2:9]2)([O:3][CH2:4][CH3:5])=[O:2].[CH2:16]([O:18][CH:19](OC(=O)C)OCC)[CH3:17].C(OCC)C. Product: [C:1]([C:6]1[CH:7]=[C:8]2[C:12](=[N:13][CH:14]=1)[NH:11][C:10](=[O:15])[C:9]2=[CH:19][O:18][CH2:16][CH3:17])([O:3][CH2:4][CH3:5])=[O:2]. The catalyst class is: 15. (5) Reactant: [Br:1][C:2]1[CH:7]=[CH:6][C:5]([C:8]2[O:12][C:11]([C@H:13]([NH:24][C:25]3[CH:32]=[CH:31][C:28]([C:29]#[N:30])=[C:27]([Cl:33])[C:26]=3[CH3:34])[C@@H:14]([O:16][Si](C(C)(C)C)(C)C)[CH3:15])=[N:10][N:9]=2)=[CH:4][CH:3]=1.CCCC[N+](CCCC)(CCCC)CCCC.[F-]. Product: [Br:1][C:2]1[CH:7]=[CH:6][C:5]([C:8]2[O:12][C:11]([C@H:13]([NH:24][C:25]3[CH:32]=[CH:31][C:28]([C:29]#[N:30])=[C:27]([Cl:33])[C:26]=3[CH3:34])[C@@H:14]([OH:16])[CH3:15])=[N:10][N:9]=2)=[CH:4][CH:3]=1. The catalyst class is: 1.